Task: Binary Classification. Given a drug SMILES string, predict its activity (active/inactive) in a high-throughput screening assay against a specified biological target.. Dataset: Cav3 T-type calcium channel HTS with 100,875 compounds (1) The drug is O(C(=O)CCCNC(=O)COc1c(cccc1)C#N)CC. The result is 0 (inactive). (2) The compound is S(=O)(=O)(N(CC(=O)NC1C2CC(C1)CC2)c1cc(ccc1)C(F)(F)F)C. The result is 0 (inactive). (3) The drug is Clc1c(cc(n2c(nnc2SCCC#N)c2cccnc2)cc1)C. The result is 0 (inactive). (4) The compound is O=C(Nc1c(OC)cccc1)C1CCN(CC1)c1ncccn1. The result is 0 (inactive). (5) The drug is O(C1=C/C(=c2\c3c([nH]c(N)c2C#N)C(CCC3)C)C=CC1=O)CC. The result is 0 (inactive). (6) The compound is O(c1ccc(NC(=O)Nc2cc3nccnc3cc2)cc1)C. The result is 0 (inactive).